This data is from CYP2C19 inhibition data for predicting drug metabolism from PubChem BioAssay. The task is: Regression/Classification. Given a drug SMILES string, predict its absorption, distribution, metabolism, or excretion properties. Task type varies by dataset: regression for continuous measurements (e.g., permeability, clearance, half-life) or binary classification for categorical outcomes (e.g., BBB penetration, CYP inhibition). Dataset: cyp2c19_veith. (1) The molecule is CCS(=O)(=O)c1ccc(C(=O)Nc2ccccc2)c(Cl)c1Cl. The result is 1 (inhibitor). (2) The molecule is O=C(CCN1C(=O)S/C(=C\c2ccccc2)C1=O)Nc1ccc(S(=O)(=O)Nc2nccs2)cc1. The result is 1 (inhibitor). (3) The molecule is COC(=O)[C@@]1(Cc2ccc(OC)cc2)[C@H]2c3cc(C(=O)N(C)C)n(Cc4ccccn4)c3C[C@H]2CN1C(=O)c1ccccc1. The result is 1 (inhibitor).